This data is from Reaction yield outcomes from USPTO patents with 853,638 reactions. The task is: Predict the reaction yield, written as a fraction of the theoretical maximum amount of product (1.0 means a 100% yield; for example, 0.34 means a 34% yield). (1) The reactants are [Br:1][C:2]1[C:3](=[O:17])[NH:4][C:5](=[O:16])[N:6]([CH2:8][CH2:9][C:10]2[CH:15]=[CH:14][CH:13]=[CH:12][CH:11]=2)[N:7]=1.Br[CH2:19][C:20]1C2C(=CC=CC=2)C=C[CH:21]=1.C(I)CC1C=CC=CC=1. No catalyst specified. The product is [Br:1][C:2]1[C:3](=[O:17])[NH:4][C:5](=[O:16])[N:6]([CH2:8][C:9]2[C:10]3[C:15](=[CH:14][CH:13]=[CH:12][CH:11]=3)[CH:21]=[CH:20][CH:19]=2)[N:7]=1. The yield is 0.650. (2) The reactants are [NH:1]1[CH:5]=[CH:4][C:3]([NH:6][C:7]2[C:16]3[C:11](=[CH:12][CH:13]=[CH:14][CH:15]=3)[N:10]=[C:9]([C:17]([O:19]CC)=O)[N:8]=2)=[N:2]1.[CH3:22][O:23][C:24]1[CH:29]=[CH:28][CH:27]=[CH:26][C:25]=1[Mg]Br. The catalyst is C1COCC1. The product is [NH:1]1[CH:5]=[CH:4][C:3]([NH:6][C:7]2[C:16]3[C:11](=[CH:12][CH:13]=[CH:14][CH:15]=3)[N:10]=[C:9]([C:17]([C:25]3[CH:26]=[CH:27][CH:28]=[CH:29][C:24]=3[O:23][CH3:22])=[O:19])[N:8]=2)=[N:2]1. The yield is 0.170. (3) The reactants are [CH2:1]([N:3](CC)CC)C.CN.[NH:10]1[C:18]2[C:13](=[N:14][CH:15]=[CH:16][CH:17]=2)[C:12]([CH2:19][C:20]([O:22]CC)=O)=[CH:11]1. The catalyst is O1CCCC1.CO. The product is [CH3:1][NH:3][C:20](=[O:22])[CH2:19][C:12]1[C:13]2=[N:14][CH:15]=[CH:16][CH:17]=[C:18]2[NH:10][CH:11]=1. The yield is 0.950. (4) The reactants are [CH:1]([S:14][CH2:15][C:16]([OH:18])=O)([C:8]1[CH:13]=[CH:12][CH:11]=[CH:10][CH:9]=1)[C:2]1[CH:7]=[CH:6][CH:5]=[CH:4][CH:3]=1.[CH:19]1([CH2:22][NH2:23])[CH2:21][CH2:20]1. No catalyst specified. The product is [CH:1]([S:14][CH2:15][C:16]([NH:23][CH2:22][CH:19]1[CH2:21][CH2:20]1)=[O:18])([C:2]1[CH:3]=[CH:4][CH:5]=[CH:6][CH:7]=1)[C:8]1[CH:9]=[CH:10][CH:11]=[CH:12][CH:13]=1. The yield is 0.940. (5) The reactants are Cl.[Cl:2][C:3]1[CH:4]=[C:5]([CH:18]=[CH:19][C:20]=1[F:21])[NH:6][C:7]1[C:16]2[C:11](=[CH:12][CH:13]=[CH:14][C:15]=2F)[N:10]=[CH:9][N:8]=1.[C:22]([O:26][C:27]([N:29]1[CH2:32][CH:31]([OH:33])[CH2:30]1)=[O:28])([CH3:25])([CH3:24])[CH3:23]. No catalyst specified. The product is [C:22]([O:26][C:27]([N:29]1[CH2:32][CH:31]([O:33][C:15]2[CH:14]=[CH:13][CH:12]=[C:11]3[C:16]=2[C:7]([NH:6][C:5]2[CH:18]=[CH:19][C:20]([F:21])=[C:3]([Cl:2])[CH:4]=2)=[N:8][CH:9]=[N:10]3)[CH2:30]1)=[O:28])([CH3:25])([CH3:23])[CH3:24]. The yield is 0.160. (6) The reactants are [Cl-].O[NH3+:3].[C:4](=[O:7])([O-])[OH:5].[Na+].CS(C)=O.[CH3:13][C:14]([CH3:51])([CH3:50])[CH2:15][O:16][C:17]1[CH:22]=[CH:21][C:20]([C:23]2[C:28](=[O:29])[N:27]([CH2:30][C:31]3[CH:36]=[CH:35][C:34]([C:37]4[C:38]([C:43]#[N:44])=[CH:39][CH:40]=[CH:41][CH:42]=4)=[CH:33][CH:32]=3)[C:26]([CH2:45][CH2:46][CH3:47])=[N:25][C:24]=2[CH2:48][CH3:49])=[CH:19][CH:18]=1. The catalyst is C(OCC)(=O)C. The product is [CH3:51][C:14]([CH3:50])([CH3:13])[CH2:15][O:16][C:17]1[CH:18]=[CH:19][C:20]([C:23]2[C:28](=[O:29])[N:27]([CH2:30][C:31]3[CH:36]=[CH:35][C:34]([C:37]4[CH:42]=[CH:41][CH:40]=[CH:39][C:38]=4[C:43]4[NH:3][C:4](=[O:7])[O:5][N:44]=4)=[CH:33][CH:32]=3)[C:26]([CH2:45][CH2:46][CH3:47])=[N:25][C:24]=2[CH2:48][CH3:49])=[CH:21][CH:22]=1. The yield is 0.650. (7) The reactants are [S:1]1[CH:5]=[CH:4][CH:3]=[C:2]1[CH2:6][NH:7][C:8]([C:10]1[CH:25]=[C:13]2[CH:14]=[C:15]([C:19]3[CH:24]=[CH:23][CH:22]=[CH:21][CH:20]=3)[CH:16]=[C:17](I)[N:12]2[N:11]=1)=[O:9].Cl[C:27]([F:33])([F:32])C(OC)=O.[F-:34].[K+]. The catalyst is CN(C=O)C.CCOC(C)=O.[Cu]I. The product is [S:1]1[CH:5]=[CH:4][CH:3]=[C:2]1[CH2:6][NH:7][C:8]([C:10]1[CH:25]=[C:13]2[CH:14]=[C:15]([C:19]3[CH:24]=[CH:23][CH:22]=[CH:21][CH:20]=3)[CH:16]=[C:17]([C:27]([F:33])([F:34])[F:32])[N:12]2[N:11]=1)=[O:9]. The yield is 0.130. (8) The reactants are [CH:1]1([C:5]2[C:13]([C:14]([O:16][CH3:17])=[O:15])=[CH:12][C:8]([C:9](O)=[O:10])=[C:7]([CH2:18][CH3:19])[CH:6]=2)[CH2:4][CH2:3][CH2:2]1.Cl.[NH:21]1[CH2:26][CH2:25][CH:24]([C:27]2[CH:34]=[CH:33][C:30]([C:31]#[N:32])=[CH:29][CH:28]=2)[CH2:23][CH2:22]1.CN(C(ON1N=NC2C=CC=CC1=2)=[N+](C)C)C.F[P-](F)(F)(F)(F)F.CCN(C(C)C)C(C)C. The catalyst is CN(C)C=O. The product is [C:31]([C:30]1[CH:33]=[CH:34][C:27]([CH:24]2[CH2:25][CH2:26][N:21]([C:9]([C:8]3[C:7]([CH2:18][CH3:19])=[CH:6][C:5]([CH:1]4[CH2:4][CH2:3][CH2:2]4)=[C:13]([CH:12]=3)[C:14]([O:16][CH3:17])=[O:15])=[O:10])[CH2:22][CH2:23]2)=[CH:28][CH:29]=1)#[N:32]. The yield is 0.950.